From a dataset of Full USPTO retrosynthesis dataset with 1.9M reactions from patents (1976-2016). Predict the reactants needed to synthesize the given product. Given the product [NH2:19][C:20]([NH2:22])=[O:21].[NH2:19][C:10]1[CH:15]=[CH:14][CH:13]=[CH:12][CH:11]=1, predict the reactants needed to synthesize it. The reactants are: C=O.C(=O)C.C(=O)CC.[C:10]1(CC=O)[CH:15]=[CH:14][CH:13]=[CH:12][CH:11]=1.[NH2:19][C:20]([NH2:22])=[O:21].